Dataset: CYP1A2 inhibition data for predicting drug metabolism from PubChem BioAssay. Task: Regression/Classification. Given a drug SMILES string, predict its absorption, distribution, metabolism, or excretion properties. Task type varies by dataset: regression for continuous measurements (e.g., permeability, clearance, half-life) or binary classification for categorical outcomes (e.g., BBB penetration, CYP inhibition). Dataset: cyp1a2_veith. (1) The compound is CC(=O)N(C[C@@H](O)CO)c1c(I)c(C(=O)NC[C@@H](O)CO)c(I)c(C(=O)NC[C@@H](O)CO)c1I. The result is 0 (non-inhibitor). (2) The molecule is Cc1ccccc1C(=O)c1c[nH]c(C(=O)NCc2cccs2)c1. The result is 1 (inhibitor). (3) The result is 0 (non-inhibitor). The drug is CC(=O)OC[C@@H]1O[C@H](C/C=N\O[C@@H](C)CN2CCCc3nc(C)c(C)cc32)C=C[C@@H]1OC(C)=O. (4) The drug is CC(=O)N1CCC2(CCCN(c3ncccn3)C2)CC1. The result is 0 (non-inhibitor). (5) The drug is COc1cccc(Cn2c(=O)c(C)nc3cnc(OC)nc32)c1. The result is 1 (inhibitor). (6) The molecule is CCCCc1c(O)cc(-c2cccnc2)n(-c2ccc(Cl)cc2)c1=O. The result is 1 (inhibitor). (7) The compound is CC(C)(C)N1C(=O)[C@H]2CC[C@H]3/C(=N\OCc4ccccc4)C[C@@H](O)[C@@H](O)[C@@H]3[C@@H]2C1=O. The result is 0 (non-inhibitor). (8) The molecule is O=C(Nc1cccn(Cc2ccc(F)cc2)c1=O)NC1CCCCC1. The result is 1 (inhibitor).